This data is from Forward reaction prediction with 1.9M reactions from USPTO patents (1976-2016). The task is: Predict the product of the given reaction. Given the reactants C([O:3][C:4](=[O:29])[C@@H:5]([N:10]1[CH2:14][C:13]([O:15][C:16]2[CH:21]=[CH:20][CH:19]=[C:18]([N:22]3[CH2:26][CH2:25][CH2:24][CH2:23]3)[C:17]=2[F:27])=[CH:12][C:11]1=[O:28])[CH2:6][CH:7]([CH3:9])[CH3:8])C.O.[OH-].[Li+:32], predict the reaction product. The product is: [Li+:32].[F:27][C:17]1[C:18]([N:22]2[CH2:23][CH2:24][CH2:25][CH2:26]2)=[CH:19][CH:20]=[CH:21][C:16]=1[O:15][C:13]1[CH2:14][N:10]([C@@H:5]([CH2:6][CH:7]([CH3:9])[CH3:8])[C:4]([O-:29])=[O:3])[C:11](=[O:28])[CH:12]=1.